Dataset: Forward reaction prediction with 1.9M reactions from USPTO patents (1976-2016). Task: Predict the product of the given reaction. Given the reactants B(Cl)([C@H]1[C@H](C)C2C(C)(C)C(CC2)C1)[C@H]1[C@H](C)C2C(C)(C)C(CC2)C1.[Cl:25][C:26]1[CH:31]=[C:30]([Cl:32])[CH:29]=[CH:28][C:27]=1[C:33]1[CH:38]=[CH:37][C:36]([C:39](=[O:45])[CH2:40][CH2:41][CH2:42][CH:43]=[CH2:44])=[CH:35][CH:34]=1, predict the reaction product. The product is: [Cl:25][C:26]1[CH:31]=[C:30]([Cl:32])[CH:29]=[CH:28][C:27]=1[C:33]1[CH:38]=[CH:37][C:36]([C@@H:39]([OH:45])[CH2:40][CH2:41][CH2:42][CH:43]=[CH2:44])=[CH:35][CH:34]=1.